Dataset: Reaction yield outcomes from USPTO patents with 853,638 reactions. Task: Predict the reaction yield, written as a fraction of the theoretical maximum amount of product (1.0 means a 100% yield; for example, 0.34 means a 34% yield). (1) The reactants are Cl.[CH2:2]([N:9]1[CH2:14][CH2:13][C:12]([NH:20][NH2:21])([C:15]([O:17]CC)=O)[CH2:11][CH2:10]1)[C:3]1[CH:8]=[CH:7][CH:6]=[CH:5][CH:4]=1.CO[C:24]([C:30]1[CH:35]=[CH:34][C:33]([O:36][C:37]2[CH:42]=[CH:41][CH:40]=[CH:39][CH:38]=2)=[CH:32][CH:31]=1)=[C:25]([C:28]#[N:29])[C:26]#[N:27].C([O-])([O-])=O.[K+].[K+]. The catalyst is CO. The product is [CH2:2]([N:9]1[CH2:10][CH2:11][C:12]2([N:20]3[N:21]=[C:24]([C:30]4[CH:35]=[CH:34][C:33]([O:36][C:37]5[CH:42]=[CH:41][CH:40]=[CH:39][CH:38]=5)=[CH:32][CH:31]=4)[C:25]([C:26]#[N:27])=[C:28]3[NH:29][C:15]2=[O:17])[CH2:13][CH2:14]1)[C:3]1[CH:4]=[CH:5][CH:6]=[CH:7][CH:8]=1. The yield is 0.589. (2) The catalyst is S(=O)(=O)(O)O. The product is [CH3:18][O:9][C:8](=[O:10])[CH:7]([C:11]1[CH:16]=[CH:15][C:14]([I:17])=[CH:13][CH:12]=1)[CH2:6][CH:1]1[CH2:5][CH2:4][CH2:3][CH2:2]1. The reactants are [CH:1]1([CH2:6][CH:7]([C:11]2[CH:16]=[CH:15][C:14]([I:17])=[CH:13][CH:12]=2)[C:8]([OH:10])=[O:9])[CH2:5][CH2:4][CH2:3][CH2:2]1.[CH3:18]O. The yield is 0.970. (3) The reactants are [I:1][C:2]1[C:10]2[C:5](=[N:6][CH:7]=[C:8]([C:11]3[CH:16]=[CH:15][CH:14]=[CH:13][C:12]=3[O:17][C:18]3[CH:23]=[CH:22][CH:21]=[CH:20][CH:19]=3)[CH:9]=2)[NH:4][CH:3]=1.[C:24]1([S:30](Cl)(=[O:32])=[O:31])[CH:29]=[CH:28][CH:27]=[CH:26][CH:25]=1.[OH-].[Na+]. The catalyst is ClCCl.S([O-])(O)(=O)=O.C([N+](CCCC)(CCCC)CCCC)CCC. The product is [C:24]1([S:30]([N:4]2[C:5]3=[N:6][CH:7]=[C:8]([C:11]4[CH:16]=[CH:15][CH:14]=[CH:13][C:12]=4[O:17][C:18]4[CH:23]=[CH:22][CH:21]=[CH:20][CH:19]=4)[CH:9]=[C:10]3[C:2]([I:1])=[CH:3]2)(=[O:32])=[O:31])[CH:29]=[CH:28][CH:27]=[CH:26][CH:25]=1. The yield is 0.680. (4) The reactants are C[O:2][C:3](=[O:20])[CH:4]([C:11]1[CH:16]=[CH:15][CH:14]=[C:13]([N+:17]([O-:19])=[O:18])[CH:12]=1)[CH2:5][CH:6]1[CH2:10][CH2:9][CH2:8][CH2:7]1.[OH-].[Li+]. The catalyst is O1CCCC1.O. The product is [CH:6]1([CH2:5][CH:4]([C:11]2[CH:16]=[CH:15][CH:14]=[C:13]([N+:17]([O-:19])=[O:18])[CH:12]=2)[C:3]([OH:20])=[O:2])[CH2:10][CH2:9][CH2:8][CH2:7]1. The yield is 0.919.